This data is from Forward reaction prediction with 1.9M reactions from USPTO patents (1976-2016). The task is: Predict the product of the given reaction. (1) Given the reactants [C:1]([C:3]1[C:4]([N:17]2[CH2:20][CH:19]([C:21](O)=[O:22])[CH2:18]2)=[N:5][C:6]([CH:14]([F:16])[F:15])=[C:7]([C:9]([O:11][CH2:12][CH3:13])=[O:10])[CH:8]=1)#[N:2].[F:24][C:25]([F:38])([F:37])[O:26][C:27]1[CH:32]=[CH:31][C:30]([S:33]([NH2:36])(=[O:35])=[O:34])=[CH:29][CH:28]=1, predict the reaction product. The product is: [C:1]([C:3]1[C:4]([N:17]2[CH2:20][CH:19]([C:21]([NH:36][S:33]([C:30]3[CH:29]=[CH:28][C:27]([O:26][C:25]([F:24])([F:38])[F:37])=[CH:32][CH:31]=3)(=[O:34])=[O:35])=[O:22])[CH2:18]2)=[N:5][C:6]([CH:14]([F:15])[F:16])=[C:7]([CH:8]=1)[C:9]([O:11][CH2:12][CH3:13])=[O:10])#[N:2]. (2) Given the reactants [CH3:1][C:2]1[C:7]([C:8]([F:11])([F:10])[F:9])=[CH:6][CH:5]=[CH:4][C:3]=1[N:12]1[C:16](=[O:17])[NH:15][N:14]=[N:13]1.[C:18](=O)([O-])[O-].[K+].[K+].COS(=O)(=O)OC.O.C(=O)(O)[O-].[Na+], predict the reaction product. The product is: [CH3:1][C:2]1[C:7]([C:8]([F:9])([F:10])[F:11])=[CH:6][CH:5]=[CH:4][C:3]=1[N:12]1[C:16](=[O:17])[N:15]([CH3:18])[N:14]=[N:13]1. (3) Given the reactants C(O)(C(F)(F)F)=O.C(OC([NH:15][C:16]1[C:17]([Cl:38])=[C:18]([CH:33]=[C:34]([C:36]#[N:37])[CH:35]=1)[CH2:19][N:20]1[CH2:25][CH2:24][N:23](C(OC(C)(C)C)=O)[CH2:22][CH2:21]1)=O)(C)(C)C, predict the reaction product. The product is: [NH2:15][C:16]1[CH:35]=[C:34]([CH:33]=[C:18]([CH2:19][N:20]2[CH2:21][CH2:22][NH:23][CH2:24][CH2:25]2)[C:17]=1[Cl:38])[C:36]#[N:37]. (4) Given the reactants C(O)(=O)C1C=CC(O)=C(OC)C=1.COC1C=CC=CC=1O.C1(C(=CC=CC=1)O)O.[C:30]([OH:39])(=[O:38])/[CH:31]=[CH:32]/[CH:33]=[CH:34]/[C:35]([OH:37])=[O:36], predict the reaction product. The product is: [C:30]([OH:39])(=[O:38])[CH2:31][CH2:32][CH2:33][CH2:34][C:35]([OH:37])=[O:36].